From a dataset of Full USPTO retrosynthesis dataset with 1.9M reactions from patents (1976-2016). Predict the reactants needed to synthesize the given product. Given the product [C:1]1([CH2:7][CH2:8][CH2:9][CH2:10][CH2:11][C:12]([Cl:18])=[O:14])[CH:6]=[CH:5][CH:4]=[CH:3][CH:2]=1, predict the reactants needed to synthesize it. The reactants are: [C:1]1([CH2:7][CH2:8][CH2:9][CH2:10][CH2:11][C:12]([OH:14])=O)[CH:6]=[CH:5][CH:4]=[CH:3][CH:2]=1.C(Cl)(=O)C([Cl:18])=O.CN(C=O)C.